This data is from Full USPTO retrosynthesis dataset with 1.9M reactions from patents (1976-2016). The task is: Predict the reactants needed to synthesize the given product. (1) Given the product [Cl-:38].[CH:1]1([CH2:7][O:8][C:9]2[CH:14]=[CH:13][CH:12]=[CH:11][C:10]=2[CH:15]2[O:19][N:18]=[C:17]([C:20]3[N:21]=[C:22]([CH:25]4[CH2:26][CH2:27][NH2+:28][CH2:29][CH2:30]4)[S:23][CH:24]=3)[CH2:16]2)[CH2:2][CH2:3][CH2:4][CH2:5][CH2:6]1, predict the reactants needed to synthesize it. The reactants are: [CH:1]1([CH2:7][O:8][C:9]2[CH:14]=[CH:13][CH:12]=[CH:11][C:10]=2[CH:15]2[O:19][N:18]=[C:17]([C:20]3[N:21]=[C:22]([CH:25]4[CH2:30][CH2:29][N:28](C(OC(C)(C)C)=O)[CH2:27][CH2:26]4)[S:23][CH:24]=3)[CH2:16]2)[CH2:6][CH2:5][CH2:4][CH2:3][CH2:2]1.[ClH:38]. (2) Given the product [CH3:34][N:35]([CH3:36])[C:7]1[N:6]=[C:5]([NH:20][CH2:19][C:18]2[CH:21]=[CH:22][C:15]([NH:14][C:27](=[O:28])[C:26]3[CH:30]=[CH:31][C:32]([F:33])=[C:24]([F:23])[CH:25]=3)=[CH:16][CH:17]=2)[C:4]2[C:9](=[CH:10][CH:11]=[C:2]([CH3:1])[CH:3]=2)[N:8]=1, predict the reactants needed to synthesize it. The reactants are: [CH3:1][C:2]1[CH:3]=[C:4]2[C:9](=[CH:10][CH:11]=1)[N:8]=[C:7](Cl)[N:6]=[C:5]2Cl.[NH2:14][C:15]1[CH:22]=[CH:21][C:18]([CH2:19][NH2:20])=[CH:17][CH:16]=1.[F:23][C:24]1[CH:25]=[C:26]([CH:30]=[CH:31][C:32]=1[F:33])[C:27](Cl)=[O:28].[CH3:34][NH:35][CH3:36]. (3) Given the product [CH2:1]([O:3][C:4](=[CH2:16])[CH2:5][CH2:6][C:7]1[CH:14]=[CH:13][C:12]([OH:15])=[CH:11][C:8]=1[C:9]#[N:10])[CH3:2], predict the reactants needed to synthesize it. The reactants are: [CH2:1]([O:3][C:4](=[CH2:16])[CH:5]=[CH:6][C:7]1[CH:14]=[CH:13][C:12]([OH:15])=[CH:11][C:8]=1[C:9]#[N:10])[CH3:2].[H][H]. (4) Given the product [F:20][C:21]1[CH:28]=[CH:27][C:24]([CH2:25][O:13][C:4]2[CH:5]=[CH:6][C:7]3[C:8]([CH3:12])=[N:9][O:10][C:11]=3[C:3]=2[CH2:2][OH:1])=[CH:23][CH:22]=1, predict the reactants needed to synthesize it. The reactants are: [OH:1][CH2:2][C:3]1[C:11]2[O:10][N:9]=[C:8]([CH3:12])[C:7]=2[CH:6]=[CH:5][C:4]=1[OH:13].C(=O)([O-])[O-].[K+].[K+].[F:20][C:21]1[CH:28]=[CH:27][C:24]([CH2:25]Br)=[CH:23][CH:22]=1.CCCCCCC.COC(C)(C)C. (5) Given the product [Br:14][C:4]1[N:3]=[C:2]([F:1])[C:7]([NH2:8])=[CH:6][CH:5]=1, predict the reactants needed to synthesize it. The reactants are: [F:1][C:2]1[C:7]([NH2:8])=[CH:6][CH:5]=[CH:4][N:3]=1.C([O-])(=O)C.[Na+].[Br:14]Br.[OH-].[Na+]. (6) Given the product [F:14][C@@H:13]1[CH2:12][NH:11][CH2:10][C@H:9]1[NH:8][C:6](=[O:7])[O:5][C:1]([CH3:3])([CH3:2])[CH3:4], predict the reactants needed to synthesize it. The reactants are: [C:1]([O:5][C:6]([NH:8][C@H:9]1[C@H:13]([F:14])[CH2:12][N:11](C(OCC2C=CC=CC=2)=O)[CH2:10]1)=[O:7])([CH3:4])([CH3:3])[CH3:2]. (7) Given the product [Br:1][C:2]1[C:3](=[O:17])[NH:4][C:5](=[O:16])[N:6]([CH2:8][C:9]2[CH:10]=[CH:15][C:14]([O:24][C:25]3[CH:30]=[CH:29][CH:28]=[CH:27][C:26]=3[F:31])=[CH:13][CH:12]=2)[N:7]=1, predict the reactants needed to synthesize it. The reactants are: [Br:1][C:2]1[C:3](=[O:17])[NH:4][C:5](=[O:16])[N:6]([CH2:8][CH2:9][C:10]2[CH:15]=[CH:14][CH:13]=[CH:12]C=2)[N:7]=1.BrCC1C=CC([O:24][C:25]2[CH:30]=[CH:29][CH:28]=[CH:27][C:26]=2[F:31])=CC=1.C(I)CC1C=CC=CC=1. (8) Given the product [F:9][C:5]1[CH:4]=[CH:3][C:2]([CH:13]=[O:14])=[CH:7][C:6]=1[CH3:8], predict the reactants needed to synthesize it. The reactants are: Br[C:2]1[CH:3]=[CH:4][C:5]([F:9])=[C:6]([CH3:8])[CH:7]=1.II.[Mg].[CH:13]([O-])([O-])[O:14]CC.S(=O)(=O)(O)O. (9) Given the product [OH:32][C@H:30]([CH3:31])[CH2:29][NH:28][C:11]([C:9]1[CH:8]=[CH:7][C:6]2[N:2]([CH3:1])[C:3]([NH:14][C:15]3[S:16][C:17]4[CH:23]=[C:22]([C:24]([F:25])([F:26])[F:27])[CH:21]=[CH:20][C:18]=4[N:19]=3)=[N:4][C:5]=2[CH:10]=1)=[O:12], predict the reactants needed to synthesize it. The reactants are: [CH3:1][N:2]1[C:6]2[CH:7]=[CH:8][C:9]([C:11](O)=[O:12])=[CH:10][C:5]=2[N:4]=[C:3]1[NH:14][C:15]1[S:16][C:17]2[CH:23]=[C:22]([C:24]([F:27])([F:26])[F:25])[CH:21]=[CH:20][C:18]=2[N:19]=1.[NH2:28][CH2:29][C@H:30]([OH:32])[CH3:31].CN(C(ON1N=NC2C=CC=CC1=2)=[N+](C)C)C.F[P-](F)(F)(F)(F)F.CCN(C(C)C)C(C)C.